This data is from Full USPTO retrosynthesis dataset with 1.9M reactions from patents (1976-2016). The task is: Predict the reactants needed to synthesize the given product. (1) Given the product [CH3:1][O:2][C:3]1[CH:4]=[C:5]2[C:10](=[CH:11][C:12]=1[O:13][CH3:14])[N:9]=[CH:8][CH:7]=[C:6]2[O:15][C:16]1[CH:22]=[CH:21][C:19]([NH:20][C:29](=[O:35])[O:28][CH:26]2[CH2:41][CH2:42][CH2:37][CH2:38][CH2:39]2)=[C:18]([CH3:23])[C:17]=1[CH3:24], predict the reactants needed to synthesize it. The reactants are: [CH3:1][O:2][C:3]1[CH:4]=[C:5]2[C:10](=[CH:11][C:12]=1[O:13][CH3:14])[N:9]=[CH:8][CH:7]=[C:6]2[O:15][C:16]1[CH:22]=[CH:21][C:19]([NH2:20])=[C:18]([CH3:23])[C:17]=1[CH3:24].Cl[C:26](Cl)([O:28][C:29](=[O:35])OC(Cl)(Cl)Cl)Cl.[CH:37]1(O)[CH2:42][CH2:41]C[CH2:39][CH2:38]1.C(=O)(O)[O-].[Na+]. (2) Given the product [Cl:3][C:4]1[CH:5]=[C:6]([C:12]2[CH:16]=[CH:15][N:14]([CH2:17][C@@H:18]([NH:20][C:21]([C:23]3[N:24]=[CH:25][N:26]([CH2:28][CH2:29][CH:30]([OH:32])[CH3:31])[CH:27]=3)=[O:22])[CH3:19])[N:13]=2)[CH:7]=[CH:8][C:9]=1[C:10]#[N:11], predict the reactants needed to synthesize it. The reactants are: [BH4-].[Na+].[Cl:3][C:4]1[CH:5]=[C:6]([C:12]2[CH:16]=[CH:15][N:14]([CH2:17][C@@H:18]([NH:20][C:21]([C:23]3[N:24]=[CH:25][N:26]([CH2:28][CH2:29][C:30](=[O:32])[CH3:31])[CH:27]=3)=[O:22])[CH3:19])[N:13]=2)[CH:7]=[CH:8][C:9]=1[C:10]#[N:11].O. (3) Given the product [CH3:1][O:2][C:3]1[CH:10]=[CH:9][C:8]([C:11]2[C:19]3[C:14](=[N:15][CH:16]=[CH:17][CH:18]=3)[NH:13][CH:12]=2)=[CH:7][C:4]=1[C:5]([NH2:6])=[O:21], predict the reactants needed to synthesize it. The reactants are: [CH3:1][O:2][C:3]1[CH:10]=[CH:9][C:8]([C:11]2[C:19]3[C:14](=[N:15][CH:16]=[CH:17][CH:18]=3)[NH:13][CH:12]=2)=[CH:7][C:4]=1[C:5]#[N:6].C(=O)([O-])[O-:21].[K+].[K+].OO. (4) The reactants are: [CH3:1][O:2][C:3]1[CH:4]=[C:5]([NH:11][C:12]2[N:17]=[C:16]([N:18]3[C:22]([CH3:23])=[CH:21][C:20]([C:24]([F:27])([F:26])[F:25])=[N:19]3)[C:15]([C:28]3[CH:29]=[C:30]([C:34](O)=[O:35])[CH:31]=[N:32][CH:33]=3)=[CH:14][N:13]=2)[CH:6]=[C:7]([O:9][CH3:10])[CH:8]=1.CCN(CC)CC.CN(C(ON1N=NC2C=CC=NC1=2)=[N+](C)C)C.F[P-](F)(F)(F)(F)F.C1C=NC2N(O)N=NC=2C=1.Cl.[NH2:79][CH2:80][CH2:81][S:82]([CH3:85])(=[O:84])=[O:83]. Given the product [CH3:1][O:2][C:3]1[CH:4]=[C:5]([NH:11][C:12]2[N:17]=[C:16]([N:18]3[C:22]([CH3:23])=[CH:21][C:20]([C:24]([F:25])([F:26])[F:27])=[N:19]3)[C:15]([C:28]3[CH:29]=[C:30]([C:34]([NH:79][CH2:80][CH2:81][S:82]([CH3:85])(=[O:84])=[O:83])=[O:35])[CH:31]=[N:32][CH:33]=3)=[CH:14][N:13]=2)[CH:6]=[C:7]([O:9][CH3:10])[CH:8]=1, predict the reactants needed to synthesize it.